This data is from Full USPTO retrosynthesis dataset with 1.9M reactions from patents (1976-2016). The task is: Predict the reactants needed to synthesize the given product. (1) Given the product [N:3]1([C:1]([O:24][C:20]2([CH2:13][C:14]3[CH:19]=[CH:18][CH:17]=[CH:16][CH:15]=3)[CH2:23][CH2:22][CH2:21]2)=[O:2])[CH:7]=[CH:6][N:5]=[CH:4]1, predict the reactants needed to synthesize it. The reactants are: [C:1](N1C=CN=C1)([N:3]1[CH:7]=[CH:6][N:5]=[CH:4]1)=[O:2].[CH2:13]([C:20]1([OH:24])[CH2:23][CH2:22][CH2:21]1)[C:14]1[CH:19]=[CH:18][CH:17]=[CH:16][CH:15]=1. (2) Given the product [CH3:1][C:2]1[N:3]=[C:4]([C:24]2[CH:25]=[C:26]([CH:31]=[CH:32][CH:33]=2)[C:27]([NH2:34])=[O:29])[N:5]2[C:10]=1[CH:9]=[N:8][C:7]([NH:11][C:12]1[CH:13]=[C:14]([O:22][CH3:23])[C:15]([O:20][CH3:21])=[C:16]([O:18][CH3:19])[CH:17]=1)=[N:6]2, predict the reactants needed to synthesize it. The reactants are: [CH3:1][C:2]1[N:3]=[C:4]([C:24]2[CH:25]=[C:26]([CH:31]=[CH:32][CH:33]=2)[C:27]([O:29]C)=O)[N:5]2[C:10]=1[CH:9]=[N:8][C:7]([NH:11][C:12]1[CH:17]=[C:16]([O:18][CH3:19])[C:15]([O:20][CH3:21])=[C:14]([O:22][CH3:23])[CH:13]=1)=[N:6]2.[NH4+:34].